From a dataset of Reaction yield outcomes from USPTO patents with 853,638 reactions. Predict the reaction yield, written as a fraction of the theoretical maximum amount of product (1.0 means a 100% yield; for example, 0.34 means a 34% yield). (1) The catalyst is C(O)C.[Pd]. The yield is 0.840. The reactants are [NH2:1][C:2]1[CH:3]=[C:4]([C:8]2[CH2:9][CH2:10][N:11]([C:14]([O:16][C:17]([CH3:20])([CH3:19])[CH3:18])=[O:15])[CH2:12][CH:13]=2)[CH:5]=[CH:6][CH:7]=1. The product is [NH2:1][C:2]1[CH:3]=[C:4]([CH:8]2[CH2:9][CH2:10][N:11]([C:14]([O:16][C:17]([CH3:20])([CH3:19])[CH3:18])=[O:15])[CH2:12][CH2:13]2)[CH:5]=[CH:6][CH:7]=1. (2) The reactants are [CH3:1][C:2]1C=CC(S(O)(=O)=O)=CC=1.BrCC(OCC)OCC.[Cl:21][C:22]1[CH:27]=[CH:26][C:25]([C:28]2[NH:29][C:30]3[N:31]([N:35]=[CH:36][C:37]=3[C:38]([NH2:40])=[O:39])[C:32](=[O:34])[CH:33]=2)=[CH:24][C:23]=1[O:41][CH2:42][CH3:43]. The catalyst is CN1C(=O)CCC1. The product is [Cl:21][C:22]1[CH:27]=[CH:26][C:25]([C:28]2[NH:29][C:30]3[N:31]([N:35]=[CH:36][C:37]=3[C:38]3[O:39][CH:1]=[CH:2][N:40]=3)[C:32](=[O:34])[CH:33]=2)=[CH:24][C:23]=1[O:41][CH2:42][CH3:43]. The yield is 0.110. (3) The reactants are O[CH2:2][C:3]([C:5]1[CH:10]=[CH:9][CH:8]=[CH:7][CH:6]=1)=[O:4].[C:11](=[O:14])([O-])[O-].[K+].[K+].[CH2:17](Br)[CH:18]=C. The catalyst is CC(C)=O.C(OCC)C. The product is [CH2:11]([O:14][C:10]1[CH:9]=[CH:8][CH:7]=[CH:6][C:5]=1[C:3](=[O:4])[CH3:2])[CH:17]=[CH2:18]. The yield is 0.510. (4) The yield is 0.480. The reactants are [O-]CC.[Na+].[N:5]1[N:6]2[CH2:17][CH2:16][CH2:15][C:7]2=[CH:8][C:9]=1[C:10]([O:12]CC)=[O:11].N1N2CCCC2=C(C(OCC)=O)C=1. The product is [N:5]1[N:6]2[CH2:17][CH2:16][CH2:15][C:7]2=[CH:8][C:9]=1[C:10]([OH:12])=[O:11]. The catalyst is C(O)C. (5) The reactants are [C:1]([C:3]1[CH:4]=[C:5]2[C:10](=[CH:11][C:12]=1F)[O:9][CH2:8][CH2:7][C:6]2([CH3:18])[C:14]([O:16][CH3:17])=[O:15])#[N:2].C([O-])([O-])=O.[K+].[K+].[Cl:25][C:26]1[CH:43]=[CH:42][C:29]([CH2:30][CH2:31][NH:32][C:33](=[O:41])[C:34]2[CH:39]=[CH:38][C:37]([OH:40])=[CH:36][CH:35]=2)=[CH:28][CH:27]=1. The catalyst is CN1CCCC1=O. The product is [Cl:25][C:26]1[CH:27]=[CH:28][C:29]([CH2:30][CH2:31][NH:32][C:33]([C:34]2[CH:39]=[CH:38][C:37]([O:40][C:12]3[CH:11]=[C:10]4[C:5]([C:6]([CH3:18])([C:14]([O:16][CH3:17])=[O:15])[CH2:7][CH2:8][O:9]4)=[CH:4][C:3]=3[C:1]#[N:2])=[CH:36][CH:35]=2)=[O:41])=[CH:42][CH:43]=1. The yield is 0.590. (6) The reactants are [O:1]1[CH2:6][CH2:5][CH2:4][CH2:3][CH:2]1[N:7]1[C:15]2[C:10](=[CH:11][C:12]([C:16]3[N:20]=[CH:19][N:18]([C:21]([C:34]4[CH:39]=[CH:38][CH:37]=[CH:36][CH:35]=4)([C:28]4[CH:33]=[CH:32][CH:31]=[CH:30][CH:29]=4)[C:22]4[CH:27]=[CH:26][CH:25]=[CH:24][CH:23]=4)[N:17]=3)=[CH:13][CH:14]=2)[C:9]([C:40]2[CH:41]=[C:42]([CH:47]=[CH:48][CH:49]=2)[C:43](OC)=[O:44])=[N:8]1.O.[OH-].[Li+].[C:53]([NH2:62])([C:56]1[CH:61]=[CH:60][CH:59]=[CH:58][CH:57]=1)([CH3:55])[CH3:54].O.ON1C2C=CC=CC=2N=N1.Cl.CN(C)CCCN=C=NCC. The catalyst is O1CCCC1.O1CCCC1.O. The product is [CH3:54][C:53]([NH:62][C:43]([C:42]1[CH:47]=[CH:48][CH:49]=[C:40]([C:9]2[C:10]3[C:15](=[CH:14][CH:13]=[C:12]([C:16]4[N:20]=[CH:19][N:18]([C:21]([C:22]5[CH:23]=[CH:24][CH:25]=[CH:26][CH:27]=5)([C:28]5[CH:33]=[CH:32][CH:31]=[CH:30][CH:29]=5)[C:34]5[CH:35]=[CH:36][CH:37]=[CH:38][CH:39]=5)[N:17]=4)[CH:11]=3)[N:7]([CH:2]3[CH2:3][CH2:4][CH2:5][CH2:6][O:1]3)[N:8]=2)[CH:41]=1)=[O:44])([C:56]1[CH:61]=[CH:60][CH:59]=[CH:58][CH:57]=1)[CH3:55]. The yield is 0.810. (7) The reactants are [F:1][C:2]([F:13])([F:12])[C:3]1[CH:4]=[C:5]([CH2:9][C:10]#N)[CH:6]=[CH:7][CH:8]=1.[OH-:14].[Na+].Cl.[OH2:17]. No catalyst specified. The product is [F:1][C:2]([F:13])([F:12])[C:3]1[CH:4]=[C:5]([CH2:9][C:10]([OH:17])=[O:14])[CH:6]=[CH:7][CH:8]=1. The yield is 0.870. (8) The reactants are C(Cl)(=O)C.[CH3:5][C:6]1[C:7]([N:24]2[CH2:29][CH2:28][N:27]([CH3:30])[CH2:26][CH2:25]2)=[C:8]([CH2:15][NH:16]C(=O)OC(C)(C)C)[CH:9]=[C:10]([N+:12]([O-:14])=[O:13])[CH:11]=1. The catalyst is CO. The product is [CH3:5][C:6]1[C:7]([N:24]2[CH2:25][CH2:26][N:27]([CH3:30])[CH2:28][CH2:29]2)=[C:8]([CH2:15][NH2:16])[CH:9]=[C:10]([N+:12]([O-:14])=[O:13])[CH:11]=1. The yield is 1.00. (9) The reactants are [CH:1]1([C:4]2[CH:11]=[CH:10][C:7]([CH:8]=O)=[C:6]([N:12]([CH3:14])[CH3:13])[N:5]=2)[CH2:3][CH2:2]1.[N+:15]([CH3:18])([O-:17])=[O:16].Cl.CN.C([O-])(=O)C.[Na+]. No catalyst specified. The product is [CH:1]1([C:4]2[N:5]=[C:6]([N:12]([CH3:14])[CH3:13])[C:7](/[CH:8]=[CH:18]/[N+:15]([O-:17])=[O:16])=[CH:10][CH:11]=2)[CH2:3][CH2:2]1. The yield is 1.00. (10) The reactants are C(CS[C:6](=[S:12])[S:7][CH2:8][C:9]([OH:11])=O)(O)=O.[CH3:13][C:14]1[CH:21]=[CH:20][C:17]([CH2:18][NH2:19])=[CH:16][CH:15]=1. No catalyst specified. The product is [CH3:13][C:14]1[CH:21]=[CH:20][C:17]([CH2:18][N:19]2[C:9](=[O:11])[CH2:8][S:7][C:6]2=[S:12])=[CH:16][CH:15]=1. The yield is 0.530.